From a dataset of Forward reaction prediction with 1.9M reactions from USPTO patents (1976-2016). Predict the product of the given reaction. (1) Given the reactants BrC1N(C)C=NC=1.[C:8](Cl)(=[O:15])[C:9]1[CH:14]=[CH:13][CH:12]=[CH:11][CH:10]=1.C(C1C=C(NS(C)(=O)=O)C(OC)=C(NC(=O)C2C=CC(C)=C(N3[CH:40]=[C:39]([C:41]4[N:42]([CH3:50])[C:43](C(O)(C)C)=[N:44][CH:45]=4)N=N3)C=2)C=1)(C)(C)C, predict the reaction product. The product is: [C:39]([C:41]1[N:42]([CH3:50])[C:43]([C:8]([C:9]2[CH:14]=[CH:13][CH:12]=[CH:11][CH:10]=2)=[O:15])=[N:44][CH:45]=1)#[CH:40]. (2) Given the reactants Br[C:2]1[CH:7]=[CH:6][CH:5]=[CH:4][C:3]=1[CH2:8][C:9]([OH:11])=[O:10].[Cl:12][C:13]1[CH:19]=[CH:18][C:17]([Cl:20])=[CH:16][C:14]=1[NH2:15], predict the reaction product. The product is: [Cl:12][C:13]1[CH:19]=[CH:18][C:17]([Cl:20])=[CH:16][C:14]=1[NH:15][C:2]1[CH:7]=[CH:6][CH:5]=[CH:4][C:3]=1[CH2:8][C:9]([OH:11])=[O:10]. (3) Given the reactants [CH3:1][C:2]([CH3:18])([CH3:17])[CH2:3][C@@H:4]1[NH:9][CH2:8][C@H:7]([C:10]2[CH:15]=[CH:14][CH:13]=[CH:12][CH:11]=2)[NH:6][C:5]1=[O:16].[C:19]1([C@@H:25]2[CH2:27][C@H:26]2[C:28](O)=[O:29])[CH:24]=[CH:23][CH:22]=[CH:21][CH:20]=1.C([C@@H]1N(C([C@@H]2C[C@H]2C2C=CC=CC=2)=O)C[C@H](CC(C)C)NC1=O)C(C)C, predict the reaction product. The product is: [CH2:3]([C@@H:4]1[N:9]([C:28]([C@@H:26]2[CH2:27][C@H:25]2[C:19]2[CH:24]=[CH:23][CH:22]=[CH:21][CH:20]=2)=[O:29])[CH2:8][C@H:7]([C:10]2[CH:15]=[CH:14][CH:13]=[CH:12][CH:11]=2)[NH:6][C:5]1=[O:16])[C:2]([CH3:18])([CH3:17])[CH3:1]. (4) Given the reactants CS(C)=O.C(Cl)(=O)C(Cl)=O.[CH3:11][C:12]1[CH:17]=[C:16]([O:18][CH3:19])[CH:15]=[CH:14][C:13]=1[C:20](=[O:26])[CH:21]([CH3:25])[CH2:22][CH2:23][OH:24].CCN(CC)CC, predict the reaction product. The product is: [CH3:19][O:18][C:16]1[CH:15]=[CH:14][C:13]([C:20](=[O:26])[CH:21]([CH3:25])[CH2:22][CH:23]=[O:24])=[C:12]([CH3:11])[CH:17]=1.